From a dataset of Forward reaction prediction with 1.9M reactions from USPTO patents (1976-2016). Predict the product of the given reaction. (1) Given the reactants CC1C=CC(S(OCC2CC3C=CC(OC)=CC=3O2)(=O)=O)=CC=1.[N-]=[N+]=[N-].[Na+].[N:28]([CH2:31][CH:32]1[CH2:36][C:35]2[CH:37]=[CH:38][C:39]([O:41][CH3:42])=[CH:40][C:34]=2[O:33]1)=[N+]=[N-].[N-]=[N+]=[N-], predict the reaction product. The product is: [CH3:42][O:41][C:39]1[CH:38]=[CH:37][C:35]2[CH2:36][CH:32]([CH2:31][NH2:28])[O:33][C:34]=2[CH:40]=1. (2) Given the reactants [F:1][C:2]1[CH:7]=[CH:6][CH:5]=[C:4]([F:8])[C:3]=1[CH2:9][C:10]#[N:11], predict the reaction product. The product is: [F:1][C:2]1[CH:7]=[CH:6][CH:5]=[C:4]([F:8])[C:3]=1[CH2:9][CH2:10][NH2:11]. (3) Given the reactants [CH3:1][C:2]1[C:7]([C:8]#[C:9][Si](C)(C)C)=[CH:6][CH:5]=[CH:4][N:3]=1.[F-].C([N+](CCCC)(CCCC)CCCC)CCC, predict the reaction product. The product is: [CH2:8]([C:7]1[C:2]([CH3:1])=[N:3][CH:4]=[CH:5][CH:6]=1)[CH3:9]. (4) Given the reactants [OH:1][CH2:2][C:3]1[S:4][CH:5]=[C:6]([CH3:8])[CH:7]=1.N1C=CN=C1.[Si:14](Cl)([C:17]([CH3:20])([CH3:19])[CH3:18])([CH3:16])[CH3:15].O, predict the reaction product. The product is: [C:17]([Si:14]([CH3:16])([CH3:15])[O:1][CH2:2][C:3]1[S:4][CH:5]=[C:6]([CH3:8])[CH:7]=1)([CH3:20])([CH3:19])[CH3:18]. (5) Given the reactants [Cl:1][C:2]1[CH:7]=[CH:6][C:5]([CH:8]([CH:13]2[CH2:17][CH2:16][CH2:15][CH2:14]2)[C:9]([O:11]C)=[O:10])=[C:4]([F:18])[CH:3]=1.CO.[OH-].[Na+].Cl, predict the reaction product. The product is: [Cl:1][C:2]1[CH:7]=[CH:6][C:5]([CH:8]([CH:13]2[CH2:14][CH2:15][CH2:16][CH2:17]2)[C:9]([OH:11])=[O:10])=[C:4]([F:18])[CH:3]=1.